Predict the product of the given reaction. From a dataset of Forward reaction prediction with 1.9M reactions from USPTO patents (1976-2016). (1) Given the reactants [C:1]1([C:24]2[CH:29]=[CH:28][CH:27]=[CH:26][CH:25]=2)[CH:6]=[CH:5][C:4]([CH2:7][N:8]2[C:13](=[O:14])[CH:12]=[C:11]([OH:15])[N:10]=[C:9]2[C:16]2[C:21]([Cl:22])=[CH:20][CH:19]=[CH:18][C:17]=2[Cl:23])=[CH:3][CH:2]=1.[Cl-].C[Al+]C.CCCCCC.C1(C2C=CC([CH2:50][NH2:51])=CC=2)C=CC=CC=1.ClC1C=CC=C(Cl)C=1C#N.C(OCC)(=O)[CH2:65][C:66]([O:68]CC)=[O:67].C[O-:76].[Na+].CO, predict the reaction product. The product is: [C:1]1([C:24]2[CH:29]=[CH:28][CH:27]=[CH:26][CH:25]=2)[CH:2]=[CH:3][C:4]([CH2:7][N:8]2[C:13](=[O:14])[C:12]([C:50]([NH:51][CH2:65][C:66]([OH:68])=[O:67])=[O:76])=[C:11]([OH:15])[N:10]=[C:9]2[C:16]2[C:21]([Cl:22])=[CH:20][CH:19]=[CH:18][C:17]=2[Cl:23])=[CH:5][CH:6]=1. (2) Given the reactants [CH3:1][N:2]1[C@@H:19]2[CH2:20][C:7]3[CH:8]=[CH:9][C:10]([O:21][CH3:22])=[C:11]4[O:12][C@H:13]5[C:14]([CH2:16][CH2:17][C@@H:18]2[C@:5]5([C:6]=34)[CH2:4][CH2:3]1)=[O:15].[CH:23]([OH:32])([C:29]([OH:31])=[O:30])[CH:24]([OH:28])[C:25]([OH:27])=[O:26].[C:33]([O-:52])(=O)[CH2:34][CH2:35][CH2:36][CH2:37][CH2:38]CCCCCCCCCCCC.[Mg+2].[C:54]([O-:73])(=O)[CH2:55]CCCCCCCCCCCCCCCC, predict the reaction product. The product is: [CH3:1][N:2]1[C@@H:19]2[CH2:20][C:7]3[CH:8]=[CH:9][C:10]([O:21][CH3:22])=[C:11]4[O:12][C@H:13]5[C:14]([CH2:16][CH2:17][C@@H:18]2[C@:5]5([C:6]=34)[CH2:4][CH2:3]1)=[O:15].[CH:23]([OH:32])([C:29]([OH:31])=[O:30])[CH:24]([OH:28])[C:25]([OH:27])=[O:26].[CH3:55][C:54]([NH:2][C:36]1[CH:37]=[CH:38][C:33]([OH:52])=[CH:34][CH:35]=1)=[O:73]. (3) Given the reactants FC(F)(F)C(O)=O.[CH3:8][C@@H:9]([O:13][C:14]1[NH:15][C:16]([NH2:25])=[C:17]2[C:21]([N:22]=1)=[N:20][C:19]([O:23][CH3:24])=[N:18]2)[CH2:10][CH2:11][CH3:12].Br[CH2:27][CH2:28][CH2:29][CH2:30][CH:31]1[CH2:35][CH2:34][O:33][CH2:32]1, predict the reaction product. The product is: [CH3:8][C@@H:9]([O:13][C:14]1[N:22]=[C:21]2[C:17]([N:18]=[C:19]([O:23][CH3:24])[N:20]2[CH2:27][CH2:28][CH2:29][CH2:30][CH:31]2[CH2:35][CH2:34][O:33][CH2:32]2)=[C:16]([NH2:25])[N:15]=1)[CH2:10][CH2:11][CH3:12]. (4) Given the reactants [C:1]([O:5][C:6]([N:8]1[CH2:13][CH2:12][C:11](=O)[CH2:10][CH2:9]1)=[O:7])([CH3:4])([CH3:3])[CH3:2].[CH3:15][N:16]([CH3:20])[CH2:17][CH2:18][NH2:19], predict the reaction product. The product is: [C:1]([O:5][C:6]([N:8]1[CH2:13][CH2:12][CH:11]([NH:19][CH2:18][CH2:17][N:16]([CH3:20])[CH3:15])[CH2:10][CH2:9]1)=[O:7])([CH3:4])([CH3:3])[CH3:2]. (5) Given the reactants Br[C:2]1[C:10]2[O:9][C:8]([C:11]3[CH:16]=[CH:15][C:14]([O:17][CH3:18])=[CH:13][CH:12]=3)=[N:7][C:6]=2[CH:5]=[C:4]([O:19][CH3:20])[CH:3]=1, predict the reaction product. The product is: [CH3:20][O:19][C:4]1[CH:3]=[C:2]([C:10]([OH:9])([CH3:2])[CH3:6])[C:10]2[O:9][C:8]([C:11]3[CH:16]=[CH:15][C:14]([O:17][CH3:18])=[CH:13][CH:12]=3)=[N:7][C:6]=2[CH:5]=1. (6) Given the reactants [Br:1][C:2]1[CH:3]=[C:4]2[C:9](=[CH:10][CH:11]=1)[N:8]=[C:7](Cl)[C:6]1[C:13](=[O:20])[C:14]3[C:19]([C:5]2=1)=[CH:18][CH:17]=[CH:16][CH:15]=3.[O:21]1CCC[CH2:22]1.CO.C[O-].[Na+], predict the reaction product. The product is: [Br:1][C:2]1[CH:3]=[C:4]2[C:9](=[CH:10][CH:11]=1)[N:8]=[C:7]([O:21][CH3:22])[C:6]1[C:13](=[O:20])[C:14]3[C:19]([C:5]2=1)=[CH:18][CH:17]=[CH:16][CH:15]=3. (7) The product is: [F:37][C:31]1[C:32]([F:36])=[CH:33][CH:34]=[CH:35][C:30]=1[CH2:29][O:1][C:2]1[CH:7]=[CH:6][C:5]([CH2:8][C:9]([NH:11][C:12]2[CH:20]=[CH:19][CH:18]=[C:17]3[C:13]=2[CH:14]=[N:15][N:16]3[CH2:21][CH2:22][N:23]2[CH2:27][CH2:26][CH2:25][CH2:24]2)=[O:10])=[CH:4][CH:3]=1. Given the reactants [OH:1][C:2]1[CH:7]=[CH:6][C:5]([CH2:8][C:9]([NH:11][C:12]2[CH:20]=[CH:19][CH:18]=[C:17]3[C:13]=2[CH:14]=[N:15][N:16]3[CH2:21][CH2:22][N:23]2[CH2:27][CH2:26][CH2:25][CH2:24]2)=[O:10])=[CH:4][CH:3]=1.Br[CH2:29][C:30]1[CH:35]=[CH:34][CH:33]=[C:32]([F:36])[C:31]=1[F:37].C([O-])([O-])=O.[Cs+].[Cs+], predict the reaction product. (8) Given the reactants [CH3:1][O:2][S:3]([O-:6])(=[O:5])=[O:4].[NH2:7][C:8]1[CH:20]=[CH:19][CH:18]=[CH:17][C:9]=1[O:10][CH2:11][CH2:12][N+:13]([CH3:16])([CH3:15])[CH3:14].Cl.N([O-])=O.[Na+].N([O-])=O.[NH2:29]S(O)(=O)=O.[CH:34]1[C:43]2[C:38](=[CH:39][CH:40]=[CH:41][CH:42]=2)[CH:37]=[CH:36][C:35]=1[OH:44].C(=O)([O-])[O-].[Na+].[Na+], predict the reaction product. The product is: [CH3:1][O:2][S:3]([O-:6])(=[O:5])=[O:4].[OH:44][C:35]1[CH:36]=[CH:37][C:38]2[C:43](=[CH:42][CH:41]=[CH:40][CH:39]=2)[C:34]=1[N:29]=[N:7][C:8]1[CH:20]=[CH:19][CH:18]=[CH:17][C:9]=1[O:10][CH2:11][CH2:12][N+:13]([CH3:16])([CH3:14])[CH3:15]. (9) Given the reactants CCO.[CH3:4][C@@H:5]1[C@@H:19]2[C:14](=[C:15]([OH:34])[C@:16]3([OH:33])[C:24](=[O:25])[C:23]([C:26]([NH2:28])=[O:27])=[C:22]([OH:29])[C@@H:21]([N:30]([CH3:32])[CH3:31])[C@@H:17]3[C@H:18]2[OH:20])[C:12](=[O:13])[C:11]2[C:10]([OH:35])=[CH:9][CH:8]=[CH:7][C:6]1=2.O.Cl, predict the reaction product. The product is: [CH3:4][C@@H:5]1[C@@H:19]2[C:14](=[C:15]([OH:34])[C@:16]3([OH:33])[C:24](=[O:25])[C:23]([C:26]([NH2:28])=[O:27])=[C:22]([OH:29])[C@@H:21]([N:30]([CH3:31])[CH3:32])[C@@H:17]3[C@H:18]2[OH:20])[C:12](=[O:13])[C:11]2[C:10]([OH:35])=[CH:9][CH:8]=[CH:7][C:6]1=2. (10) Given the reactants [CH3:1][O:2][C:3]1[CH:4]=[C:5]([CH:23]=[CH:24][C:25]=1[O:26][CH3:27])[CH2:6][CH:7]1[C:16]2[C:11](=[C:12]([O:21][CH3:22])[C:13]([O:19][CH3:20])=[C:14]([O:17][CH3:18])[CH:15]=2)[CH2:10][CH2:9][NH:8]1.Br[CH2:29][C:30](Br)=[O:31].[NH2:33][C@@H:34]1[C:42]2[C:37](=[CH:38][CH:39]=[CH:40][CH:41]=2)[CH2:36][C@@H:35]1[OH:43], predict the reaction product. The product is: [CH3:1][O:2][C:3]1[CH:4]=[C:5]([CH:23]=[CH:24][C:25]=1[O:26][CH3:27])[CH2:6][CH:7]1[C:16]2[C:11](=[C:12]([O:21][CH3:22])[C:13]([O:19][CH3:20])=[C:14]([O:17][CH3:18])[CH:15]=2)[CH2:10][CH2:9][N:8]1[CH2:29][C:30]([NH:33][C@@H:34]1[C:42]2[C:37](=[CH:38][CH:39]=[CH:40][CH:41]=2)[CH2:36][C@@H:35]1[OH:43])=[O:31].